This data is from Forward reaction prediction with 1.9M reactions from USPTO patents (1976-2016). The task is: Predict the product of the given reaction. (1) Given the reactants [C:1]1([C:7]([C:17]2[CH:22]=[CH:21][CH:20]=[CH:19][CH:18]=2)([C:11]2[CH:16]=[CH:15][CH:14]=[CH:13][CH:12]=2)[C:8](O)=[O:9])[CH:6]=[CH:5][CH:4]=[CH:3][CH:2]=1.[NH2:23][CH2:24][CH2:25][CH2:26][N:27]1[CH2:32][CH2:31][CH:30]([C:33]2[CH:34]=[C:35]([NH:40][C:41](=[O:45])[CH:42]([CH3:44])[CH3:43])[CH:36]=[CH:37][C:38]=2[CH3:39])[CH2:29][CH2:28]1, predict the reaction product. The product is: [CH3:44][CH:42]([CH3:43])[C:41]([NH:40][C:35]1[CH:36]=[CH:37][C:38]([CH3:39])=[C:33]([CH:30]2[CH2:31][CH2:32][N:27]([CH2:26][CH2:25][CH2:24][NH:23][C:8](=[O:9])[C:7]([C:1]3[CH:6]=[CH:5][CH:4]=[CH:3][CH:2]=3)([C:17]3[CH:18]=[CH:19][CH:20]=[CH:21][CH:22]=3)[C:11]3[CH:12]=[CH:13][CH:14]=[CH:15][CH:16]=3)[CH2:28][CH2:29]2)[CH:34]=1)=[O:45]. (2) Given the reactants C([NH:4][C:5]1[CH:6]=[C:7]([CH:11]=[CH:12][N:13]=1)[C:8]([OH:10])=[O:9])(=O)C.CO[C:16]1C=CC(CN2N=NC(CC(OCC)=O)=N2)=C[CH:17]=1.S(=O)(=O)(O)O.C(=O)([O-])O.[Na+], predict the reaction product. The product is: [NH2:4][C:5]1[CH:6]=[C:7]([CH:11]=[CH:12][N:13]=1)[C:8]([O:10][CH2:16][CH3:17])=[O:9]. (3) Given the reactants [Cl:1][C:2]1[CH:7]=[CH:6][N:5]=[C:4]2[CH:8]=[CH:9][S:10][C:3]=12.[Li]CCCC.Br[C:17]1[CH:18]=[CH:19][C:20]([CH:23]2[O:28][CH2:27][CH2:26][CH2:25][O:24]2)=[N:21][CH:22]=1, predict the reaction product. The product is: [O:24]1[CH2:25][CH2:26][CH2:27][O:28][CH:23]1[C:20]1[N:21]=[CH:22][C:17]([C:9]2[S:10][C:3]3[C:4](=[N:5][CH:6]=[CH:7][C:2]=3[Cl:1])[CH:8]=2)=[CH:18][CH:19]=1. (4) Given the reactants Cl[C:2]1[N:7]=[C:6]([NH:8][C:9]([C:11]2([C:14]3[CH:24]=[CH:23][C:17]4[O:18][C:19]([F:22])([F:21])[O:20][C:16]=4[CH:15]=3)[CH2:13][CH2:12]2)=[O:10])[CH:5]=[CH:4][C:3]=1[CH3:25].[CH3:26][O:27][C:28]1[C:33](B2OC(C)(C)C(C)(C)O2)=[CH:32][C:31]([CH3:43])=[CH:30][N:29]=1.C(=O)([O-])[O-].[Na+].[Na+], predict the reaction product. The product is: [F:21][C:19]1([F:22])[O:18][C:17]2[CH:23]=[CH:24][C:14]([C:11]3([C:9]([NH:8][C:6]4[N:7]=[C:2]([C:33]5[C:28]([O:27][CH3:26])=[N:29][CH:30]=[C:31]([CH3:43])[CH:32]=5)[C:3]([CH3:25])=[CH:4][CH:5]=4)=[O:10])[CH2:13][CH2:12]3)=[CH:15][C:16]=2[O:20]1. (5) Given the reactants [OH:1][C:2]1[C:6](=[O:7])[N:5]([C:8]2[S:9][C:10]([CH3:13])=[N:11][N:12]=2)[CH:4]([C:14]2[CH:15]=[C:16]([CH:20]=[CH:21][CH:22]=2)[C:17]([OH:19])=O)[C:3]=1[C:23](=[O:32])[C:24]1[CH:29]=[CH:28][C:27]([O:30][CH3:31])=[CH:26][CH:25]=1.Cl.[CH3:34][NH2:35], predict the reaction product. The product is: [OH:1][C:2]1[C:6](=[O:7])[N:5]([C:8]2[S:9][C:10]([CH3:13])=[N:11][N:12]=2)[CH:4]([C:14]2[CH:15]=[C:16]([CH:20]=[CH:21][CH:22]=2)[C:17]([NH:35][CH3:34])=[O:19])[C:3]=1[C:23](=[O:32])[C:24]1[CH:29]=[CH:28][C:27]([O:30][CH3:31])=[CH:26][CH:25]=1.